Dataset: Forward reaction prediction with 1.9M reactions from USPTO patents (1976-2016). Task: Predict the product of the given reaction. The product is: [N+:15]([C:5]1[C:6]([NH:8][S:9]([CH:12]([CH3:14])[CH3:13])(=[O:11])=[O:10])=[N:47][C:2]([C:25]#[C:24][C:18]2[CH:23]=[CH:22][CH:21]=[CH:20][CH:19]=2)=[CH:3][CH:4]=1)([O-:17])=[O:16]. Given the reactants Cl[C:2]1[CH:3]=[CH:4][C:5]([N+:15]([O-:17])=[O:16])=[C:6]([NH:8][S:9]([CH:12]([CH3:14])[CH3:13])(=[O:11])=[O:10])C=1.[C:18]1([C:24]#[CH:25])[CH:23]=[CH:22][CH:21]=[CH:20][CH:19]=1.C1(P(C2C=CC=CC=2)C2C=CC=CC=2)C=CC=CC=1.C([N:47](CC)CC)C, predict the reaction product.